This data is from Catalyst prediction with 721,799 reactions and 888 catalyst types from USPTO. The task is: Predict which catalyst facilitates the given reaction. (1) Reactant: Br[C:2]1[N:3]=[C:4]([NH:9][CH2:10][C:11]2[C:16]([Cl:17])=[CH:15][CH:14]=[CH:13][C:12]=2[Cl:18])[C:5]([NH2:8])=[N:6][CH:7]=1.C[O:20][C:21](=[O:37])[CH2:22][N:23]1[CH:27]=[C:26](B2OC(C)(C)C(C)(C)O2)[CH:25]=[N:24]1.C([O-])([O-])=O.[Na+].[Na+]. Product: [NH2:8][C:5]1[N:6]=[CH:7][C:2]([C:26]2[CH:25]=[N:24][N:23]([CH2:22][C:21]([OH:37])=[O:20])[CH:27]=2)=[N:3][C:4]=1[NH:9][CH2:10][C:11]1[C:16]([Cl:17])=[CH:15][CH:14]=[CH:13][C:12]=1[Cl:18]. The catalyst class is: 57. (2) Reactant: [NH2:1][C:2]1[N:10]=[CH:9][CH:8]=[CH:7][C:3]=1[C:4]([OH:6])=[O:5].[Br:11]Br. Product: [NH2:1][C:2]1[C:3]([C:4]([OH:6])=[O:5])=[CH:7][C:8]([Br:11])=[CH:9][N:10]=1. The catalyst class is: 15. (3) Reactant: CS([C:4]1[CH:9]=[CH:8][N:7]=[C:6]([C:10]2[C:18]3[C:13](=[N:14][CH:15]=[CH:16][CH:17]=3)[NH:12][N:11]=2)[N:5]=1)=O.[N:19]1(C(OC(C)(C)C)=O)[CH2:24][CH2:23][NH:22][CH2:21][CH2:20]1.C(=O)([O-])[O-].[K+].[K+]. Product: [N:19]1([C:4]2[CH:9]=[CH:8][N:7]=[C:6]([C:10]3[C:18]4[C:13](=[N:14][CH:15]=[CH:16][CH:17]=4)[NH:12][N:11]=3)[N:5]=2)[CH2:24][CH2:23][NH:22][CH2:21][CH2:20]1. The catalyst class is: 296. (4) Reactant: [NH2:1][C@H:2]1[CH2:33][CH2:32][C:5]2[N:6]=[C:7]([NH:9][C:10](=[O:31])[C:11]3[CH:16]=[CH:15][CH:14]=[C:13]([CH2:17][N:18]4[CH:22]=[C:21]([C:23]5[CH:28]=[CH:27][C:26]([C:29]#[N:30])=[CH:25][CH:24]=5)[CH:20]=[N:19]4)[CH:12]=3)[S:8][C:4]=2[CH2:3]1.[F:34][C:35]([F:40])([F:39])[CH2:36][CH:37]=O.[C:41]([BH3-])#[N:42].[Na+].CO.C(Cl)Cl. Product: [F:34][C:35]([F:40])([F:39])[CH2:36][CH2:37][N:42]([CH2:41][CH2:36][C:35]([F:40])([F:39])[F:34])[C@H:2]1[CH2:33][CH2:32][C:5]2[N:6]=[C:7]([NH:9][C:10](=[O:31])[C:11]3[CH:16]=[CH:15][CH:14]=[C:13]([CH2:17][N:18]4[CH:22]=[C:21]([C:23]5[CH:28]=[CH:27][C:26]([C:29]#[N:30])=[CH:25][CH:24]=5)[CH:20]=[N:19]4)[CH:12]=3)[S:8][C:4]=2[CH2:3]1.[C:29]([C:26]1[CH:25]=[CH:24][C:23]([C:21]2[CH:20]=[N:19][N:18]([CH2:17][C:13]3[CH:12]=[C:11]([CH:16]=[CH:15][CH:14]=3)[C:10]([NH:9][C:7]3[S:8][C:4]4[CH2:3][C@@H:2]([NH:1][CH2:37][CH2:36][C:35]([F:40])([F:39])[F:34])[CH2:33][CH2:32][C:5]=4[N:6]=3)=[O:31])[CH:22]=2)=[CH:28][CH:27]=1)#[N:30]. The catalyst class is: 15. (5) Reactant: C(Cl)(Cl)Cl.[CH2:5]([O:12][C@@H:13]1[C@@H:18]([O:19][CH2:20][C:21]2[CH:26]=[CH:25][CH:24]=[CH:23][CH:22]=2)[C@H:17]([O:27][CH2:28][C:29]2[CH:34]=[CH:33][CH:32]=[CH:31][CH:30]=2)[C@@H:16]([CH2:35][O:36][CH2:37][C:38]2[CH:43]=[CH:42][CH:41]=[CH:40][CH:39]=2)[O:15][C@H:14]1[C:44]1[CH:49]=[C:48]([CH2:50][C:51]2[CH:56]=[CH:55][C:54]([CH2:57][CH2:58][NH:59]C(C3C=CC=CC=3)(C3C=CC=CC=3)C3C=CC=CC=3)=[CH:53][CH:52]=2)[C:47]([CH3:79])=[CH:46][C:45]=1[O:80][CH2:81][C:82]1[CH:87]=[CH:86][CH:85]=[CH:84][CH:83]=1)[C:6]1[CH:11]=[CH:10][CH:9]=[CH:8][CH:7]=1.FC(F)(F)C([O-])=O. Product: [CH2:5]([O:12][C@@H:13]1[C@@H:18]([O:19][CH2:20][C:21]2[CH:22]=[CH:23][CH:24]=[CH:25][CH:26]=2)[C@H:17]([O:27][CH2:28][C:29]2[CH:34]=[CH:33][CH:32]=[CH:31][CH:30]=2)[C@@H:16]([CH2:35][O:36][CH2:37][C:38]2[CH:43]=[CH:42][CH:41]=[CH:40][CH:39]=2)[O:15][C@H:14]1[C:44]1[CH:49]=[C:48]([CH2:50][C:51]2[CH:52]=[CH:53][C:54]([CH2:57][CH2:58][NH2:59])=[CH:55][CH:56]=2)[C:47]([CH3:79])=[CH:46][C:45]=1[O:80][CH2:81][C:82]1[CH:83]=[CH:84][CH:85]=[CH:86][CH:87]=1)[C:6]1[CH:11]=[CH:10][CH:9]=[CH:8][CH:7]=1. The catalyst class is: 8. (6) Reactant: [F:1][C:2]([F:16])([F:15])[C@@:3]([O:13][CH3:14])([C:7]1[CH:12]=[CH:11][CH:10]=[CH:9][CH:8]=1)[C:4]([OH:6])=[O:5].[F:17][C:18]1[C:23](O)=[C:22]([F:25])[C:21]([F:26])=[C:20]([F:27])[C:19]=1[F:28].C1CCC(N=C=NC2CCCCC2)CC1. Product: [F:1][C:2]([F:15])([F:16])[C@@:3]([O:13][CH3:14])([C:7]1[CH:12]=[CH:11][CH:10]=[CH:9][CH:8]=1)[C:4]([O:6][C:23]1[C:22]([F:25])=[C:21]([F:26])[C:20]([F:27])=[C:19]([F:28])[C:18]=1[F:17])=[O:5]. The catalyst class is: 23.